This data is from Reaction yield outcomes from USPTO patents with 853,638 reactions. The task is: Predict the reaction yield, written as a fraction of the theoretical maximum amount of product (1.0 means a 100% yield; for example, 0.34 means a 34% yield). (1) The product is [CH3:1][N:2]([S:15]([C:18]1[S:19][CH:20]=[CH:21][N:22]=1)(=[O:17])=[O:16])[C:3]1[CH:4]=[CH:5][CH:6]=[C:7]2[C:11]=1[NH:10][C:9]([C:12]([NH2:23])=[O:13])=[CH:8]2. The yield is 0.790. The reactants are [CH3:1][N:2]([S:15]([C:18]1[S:19][CH:20]=[CH:21][N:22]=1)(=[O:17])=[O:16])[C:3]1[CH:4]=[CH:5][CH:6]=[C:7]2[C:11]=1[NH:10][C:9]([C:12](O)=[O:13])=[CH:8]2.[N:23]1(O)C2C=CC=CC=2N=N1.Cl.CN(C)CCCN=C=NCC.N. The catalyst is C(OCC)(=O)C.O.CN(C)C=O. (2) The reactants are [Cl:1][C:2]1[CH:7]=[CH:6][CH:5]=[CH:4][C:3]=1[C:8]1[C:21]([OH:22])=[N:20][C:11]2[N:12]=[C:13](S(C)(=O)=O)[N:14]=[CH:15][C:10]=2[CH:9]=1.[NH2:23][C@H:24]1[CH2:29][CH2:28][C@H:27]([NH2:30])[CH2:26][CH2:25]1. The catalyst is CN1CCCC1=O.C(OCC)(=O)C. The product is [NH2:23][C@H:24]1[CH2:29][CH2:28][C@H:27]([NH:30][C:13]2[N:14]=[CH:15][C:10]3[CH:9]=[C:8]([C:3]4[CH:4]=[CH:5][CH:6]=[CH:7][C:2]=4[Cl:1])[C:21]([OH:22])=[N:20][C:11]=3[N:12]=2)[CH2:26][CH2:25]1. The yield is 0.940. (3) The reactants are [Br:1][C:2]1[CH:3]=[C:4]2[C:9](=[CH:10][CH:11]=1)[O:8][C:7]([CH2:12][N:13]1[CH2:18][CH2:17][O:16][CH2:15][CH2:14]1)=[C:6]([C:19]1[CH:24]=[CH:23][C:22]([F:25])=[CH:21][CH:20]=1)[C:5]2=[O:26].[ClH:27]. The catalyst is C1COCC1.C(OCC)C. The product is [ClH:27].[Br:1][C:2]1[CH:3]=[C:4]2[C:9](=[CH:10][CH:11]=1)[O:8][C:7]([CH2:12][N:13]1[CH2:14][CH2:15][O:16][CH2:17][CH2:18]1)=[C:6]([C:19]1[CH:24]=[CH:23][C:22]([F:25])=[CH:21][CH:20]=1)[C:5]2=[O:26]. The yield is 0.550.